This data is from Full USPTO retrosynthesis dataset with 1.9M reactions from patents (1976-2016). The task is: Predict the reactants needed to synthesize the given product. Given the product [CH3:1][CH:2]([CH3:14])[C:3]([C:5]1[NH:13][C:8]2=[CH:9][N:10]=[CH:11][CH:12]=[C:7]2[CH:6]=1)=[O:4], predict the reactants needed to synthesize it. The reactants are: [CH3:1][CH:2]([CH3:14])[CH:3]([C:5]1[NH:13][C:8]2=[CH:9][N:10]=[CH:11][CH:12]=[C:7]2[CH:6]=1)[OH:4].